Task: Predict the reactants needed to synthesize the given product.. Dataset: Full USPTO retrosynthesis dataset with 1.9M reactions from patents (1976-2016) (1) Given the product [Cl:20][C:14]1[CH:13]=[C:12]([CH:5]([CH2:6][CH:7]2[CH2:11][CH2:10][CH2:9][CH2:8]2)[C:4]([OH:21])=[O:3])[CH:17]=[CH:16][C:15]=1[S:18][CH3:19], predict the reactants needed to synthesize it. The reactants are: C([O:3][C:4](=[O:21])[CH:5]([C:12]1[CH:17]=[CH:16][C:15]([S:18][CH3:19])=[C:14]([Cl:20])[CH:13]=1)[CH2:6][CH:7]1[CH2:11][CH2:10][CH2:9][CH2:8]1)C.[OH-].[K+].Cl. (2) Given the product [Cl:1][C:2]1[C:3]([CH3:18])=[CH:4][C:5]([C:20]2[N:21]([CH3:26])[CH:22]=[C:23]([CH3:25])[N:24]=2)=[CH:6][C:7]=1[CH3:8], predict the reactants needed to synthesize it. The reactants are: [Cl:1][C:2]1[C:7]([CH3:8])=[CH:6][C:5](B2OC(C)(C)C(C)(C)O2)=[CH:4][C:3]=1[CH3:18].Br[C:20]1[N:21]([CH3:26])[CH:22]=[C:23]([CH3:25])[N:24]=1. (3) Given the product [ClH:1].[CH3:2][O:3][C:4]1[CH:5]=[C:6]2[C:11](=[CH:12][CH:13]=1)[O:10][C:9](=[O:14])[CH:8]=[C:7]2[NH:15][CH:16]1[CH2:21][CH2:20][N:19]([CH2:22][C:24]2[CH:32]=[CH:31][C:27]([C:28]([OH:30])=[O:29])=[CH:26][CH:25]=2)[CH2:18][CH2:17]1, predict the reactants needed to synthesize it. The reactants are: [ClH:1].[CH3:2][O:3][C:4]1[CH:5]=[C:6]2[C:11](=[CH:12][CH:13]=1)[O:10][C:9](=[O:14])[CH:8]=[C:7]2[NH:15][CH:16]1[CH2:21][CH2:20][NH:19][CH2:18][CH2:17]1.[CH:22]([C:24]1[CH:32]=[CH:31][C:27]([C:28]([OH:30])=[O:29])=[CH:26][CH:25]=1)=O. (4) Given the product [Br:1][C:2]1[CH:3]=[C:4]2[C:9](=[CH:10][CH:11]=1)[C:8]([O:12][S:13]([C:16]([F:18])([F:17])[F:19])(=[O:15])=[O:14])=[C:7]([C@H:20]([O:26][C:4]([CH3:9])([CH3:5])[CH3:3])[C:21]([O:23][CH2:24][CH3:25])=[O:22])[C:6]([CH3:27])=[CH:5]2, predict the reactants needed to synthesize it. The reactants are: [Br:1][C:2]1[CH:3]=[C:4]2[C:9](=[CH:10][CH:11]=1)[C:8]([O:12][S:13]([C:16]([F:19])([F:18])[F:17])(=[O:15])=[O:14])=[C:7]([C@H:20]([OH:26])[C:21]([O:23][CH2:24][CH3:25])=[O:22])[C:6]([CH3:27])=[CH:5]2.Cl(O)(=O)(=O)=O.